Dataset: Full USPTO retrosynthesis dataset with 1.9M reactions from patents (1976-2016). Task: Predict the reactants needed to synthesize the given product. (1) Given the product [CH2:27]([O:26][CH:21]([O:20][CH2:18][CH3:19])[CH2:22][CH2:23][CH2:24][NH:25][S:1]([C:4]1[C:16]2[C:8](=[C:9]([N:10]([CH3:12])[CH3:11])[CH:13]=[CH:14][CH:15]=2)[CH:7]=[CH:6][CH:5]=1)(=[O:3])=[O:2])[CH3:28], predict the reactants needed to synthesize it. The reactants are: [S:1](Cl)([C:4]1[C:16]2[CH:15]=[CH:14][CH:13]=[C:9]([N:10]([CH3:12])[CH3:11])[C:8]=2[CH:7]=[CH:6][CH:5]=1)(=[O:3])=[O:2].[CH2:18]([O:20][CH:21]([O:26][CH2:27][CH3:28])[CH2:22][CH2:23][CH2:24][NH2:25])[CH3:19].CCN(CC)CC. (2) The reactants are: [CH3:1][C:2]1([CH3:14])[C:6]([CH3:8])([CH3:7])[O:5][B:4]([C:9]2[CH:10]=[N:11][NH:12][CH:13]=2)[O:3]1.[C:15]([O:19][C:20](=[O:25])[NH:21][CH2:22][CH2:23]Br)([CH3:18])([CH3:17])[CH3:16].C([O-])([O-])=O.[Cs+].[Cs+]. Given the product [CH3:1][C:2]1([CH3:14])[C:6]([CH3:7])([CH3:8])[O:5][B:4]([C:9]2[CH:13]=[N:12][N:11]([CH2:23][CH2:22][NH:21][C:20](=[O:25])[O:19][C:15]([CH3:18])([CH3:17])[CH3:16])[CH:10]=2)[O:3]1, predict the reactants needed to synthesize it. (3) Given the product [CH2:1]([NH:8][C:9]1[N:14]2[N:15]=[CH:16][C:17]([C:18]([NH:42][S:39]([CH2:37][CH3:38])(=[O:41])=[O:40])=[O:19])=[C:13]2[N:12]=[CH:11][C:10]=1[C:21]([N:23]1[CH2:24][CH2:25][C:26]2([C:32]3[CH:33]=[CH:34][CH:35]=[CH:36][C:31]=3[O:30][CH2:29]2)[CH2:27][CH2:28]1)=[O:22])[C:2]1[CH:7]=[CH:6][CH:5]=[CH:4][CH:3]=1, predict the reactants needed to synthesize it. The reactants are: [CH2:1]([NH:8][C:9]1[N:14]2[N:15]=[CH:16][C:17]([C:18](O)=[O:19])=[C:13]2[N:12]=[CH:11][C:10]=1[C:21]([N:23]1[CH2:28][CH2:27][C:26]2([C:32]3[CH:33]=[CH:34][CH:35]=[CH:36][C:31]=3[O:30][CH2:29]2)[CH2:25][CH2:24]1)=[O:22])[C:2]1[CH:7]=[CH:6][CH:5]=[CH:4][CH:3]=1.[CH2:37]([S:39]([NH2:42])(=[O:41])=[O:40])[CH3:38]. (4) Given the product [CH2:8]([C:6]1[CH:5]=[C:4]([NH:9][C:10]2[N:15]=[C:14]([CH:16]([CH3:18])[CH3:17])[CH:13]=[CH:12][N:11]=2)[CH:3]=[C:2]([B:19]2[O:23][C:22]([CH3:25])([CH3:24])[C:21]([CH3:27])([CH3:26])[O:20]2)[CH:7]=1)[CH3:37], predict the reactants needed to synthesize it. The reactants are: Br[C:2]1[CH:3]=[C:4]([NH:9][C:10]2[N:15]=[C:14]([CH:16]([CH3:18])[CH3:17])[CH:13]=[CH:12][N:11]=2)[CH:5]=[C:6]([CH3:8])[CH:7]=1.[B:19]1([B:19]2[O:23][C:22]([CH3:25])([CH3:24])[C:21]([CH3:27])([CH3:26])[O:20]2)[O:23][C:22]([CH3:25])([CH3:24])[C:21]([CH3:27])([CH3:26])[O:20]1.[C:37]([O-])(=O)C.[K+]. (5) Given the product [CH3:29][CH:30]1[N:31]([CH2:36][C:19]([C:17]2[CH:18]=[C:11]3[CH2:10][N:9]([C:7]([O:6][CH2:5][C:4]4[CH:22]=[C:23]([C:25]([F:28])([F:26])[F:27])[CH:24]=[C:2]([Cl:1])[CH:3]=4)=[O:8])[CH2:15][CH2:14][CH2:13][N:12]3[N:16]=2)=[O:21])[CH2:32][CH2:33][O:34][CH2:35]1, predict the reactants needed to synthesize it. The reactants are: [Cl:1][C:2]1[CH:3]=[C:4]([CH:22]=[C:23]([C:25]([F:28])([F:27])[F:26])[CH:24]=1)[CH2:5][O:6][C:7]([N:9]1[CH2:15][CH2:14][CH2:13][N:12]2[N:16]=[C:17]([C:19]([OH:21])=O)[CH:18]=[C:11]2[CH2:10]1)=[O:8].[CH3:29][CH:30]1[CH2:35][O:34][CH2:33][CH2:32][NH:31]1.[C:36](#N)C. (6) Given the product [ClH:1].[NH3+:2][CH2:3]/[CH:4]=[C:5](/[F:18])\[CH2:6][O:7][C:8]1[CH:17]=[CH:16][C:11]([C:12]([O-:14])=[O:13])=[CH:10][CH:9]=1, predict the reactants needed to synthesize it. The reactants are: [ClH:1].[NH2:2][CH2:3]/[CH:4]=[C:5](/[F:18])\[CH2:6][O:7][C:8]1[CH:17]=[CH:16][C:11]([C:12]([O:14]C)=[O:13])=[CH:10][CH:9]=1. (7) Given the product [P:41]([O:53][CH2:54][N:29]1[C:28](=[O:32])[C:27]([CH3:34])([CH3:33])[O:26][C:25]2[CH:24]=[CH:23][C:22]([NH:21][C:3]3[C:2]([F:1])=[CH:7][N:6]=[C:5]([NH:8][C:9]4[CH:14]=[C:13]([O:15][CH3:16])[C:12]([O:17][CH3:18])=[C:11]([O:19][CH3:20])[CH:10]=4)[N:4]=3)=[N:31][C:30]1=2)([O:43][C:44]([CH3:47])([CH3:46])[CH3:45])([O:48][C:49]([CH3:50])([CH3:51])[CH3:52])=[O:42], predict the reactants needed to synthesize it. The reactants are: [F:1][C:2]1[C:3]([NH:21][C:22]2[CH:23]=[CH:24][C:25]3[O:26][C:27]([CH3:34])([CH3:33])[C:28](=[O:32])[NH:29][C:30]=3[N:31]=2)=[N:4][C:5]([NH:8][C:9]2[CH:14]=[C:13]([O:15][CH3:16])[C:12]([O:17][CH3:18])=[C:11]([O:19][CH3:20])[CH:10]=2)=[N:6][CH:7]=1.C(=O)([O-])[O-].[K+].[K+].[P:41]([O:53][CH2:54]Cl)([O:48][C:49]([CH3:52])([CH3:51])[CH3:50])([O:43][C:44]([CH3:47])([CH3:46])[CH3:45])=[O:42].O. (8) Given the product [F:41][C:20]([F:19])([F:40])[C:21]1[CH:35]=[C:34]([C:36]([F:39])([F:38])[F:37])[CH:33]=[CH:32][C:22]=1[CH2:23][N:24]1[CH2:29][CH2:28][CH:27](/[CH:30]=[C:10]2/[C:6]([NH:5][C@H:4]([C:3]([N:2]([CH3:18])[CH3:1])=[O:17])[CH2:12][S:13]([CH3:16])(=[O:15])=[O:14])=[N:7][C:8](=[O:11])[S:9]/2)[CH2:26][CH2:25]1, predict the reactants needed to synthesize it. The reactants are: [CH3:1][N:2]([CH3:18])[C:3](=[O:17])[C@H:4]([CH2:12][S:13]([CH3:16])(=[O:15])=[O:14])[NH:5][C:6]1[CH2:10][S:9][C:8](=[O:11])[N:7]=1.[F:19][C:20]([F:41])([F:40])[C:21]1[CH:35]=[C:34]([C:36]([F:39])([F:38])[F:37])[CH:33]=[CH:32][C:22]=1[CH2:23][N:24]1[CH2:29][CH2:28][CH:27]([CH:30]=O)[CH2:26][CH2:25]1.C([O-])(=O)C.[NH2+]1CCCCC1. (9) The reactants are: [CH:1]1[CH:2]=[CH:3][C:4]([C@H:7]([NH2:11])[C:8]([OH:10])=[O:9])=[CH:5][CH:6]=1.[CH:12]1(O)[CH2:16][CH2:15][CH2:14][CH2:13]1.[C:18]1([CH3:28])[CH:23]=[CH:22][C:21]([S:24]([OH:27])(=[O:26])=[O:25])=[CH:20][CH:19]=1. Given the product [CH3:28][C:18]1[CH:19]=[CH:20][C:21]([S:24]([O-:27])(=[O:26])=[O:25])=[CH:22][CH:23]=1.[CH:12]1([O:9][C:8](=[O:10])[C@H:7]([C:4]2[CH:3]=[CH:2][CH:1]=[CH:6][CH:5]=2)[NH3+:11])[CH2:16][CH2:15][CH2:14][CH2:13]1, predict the reactants needed to synthesize it.